This data is from Forward reaction prediction with 1.9M reactions from USPTO patents (1976-2016). The task is: Predict the product of the given reaction. The product is: [NH:17]1[CH2:18][CH:15]([O:14][C:13]2[CH:26]=[CH:27][C:10]([CH2:9][N:6]3[CH2:7][CH2:8][C:3]([CH2:2][OH:1])([CH3:29])[CH2:4][CH2:5]3)=[C:11]([CH3:28])[CH:12]=2)[CH2:16]1. Given the reactants [OH:1][CH2:2][C:3]1([CH3:29])[CH2:8][CH2:7][N:6]([CH2:9][C:10]2[CH:27]=[CH:26][C:13]([O:14][CH:15]3[CH2:18][N:17](C(OC(C)(C)C)=O)[CH2:16]3)=[CH:12][C:11]=2[CH3:28])[CH2:5][CH2:4]1.C(O)(C(F)(F)F)=O.O.C([O-])([O-])=O.[Na+].[Na+], predict the reaction product.